Dataset: Reaction yield outcomes from USPTO patents with 853,638 reactions. Task: Predict the reaction yield, written as a fraction of the theoretical maximum amount of product (1.0 means a 100% yield; for example, 0.34 means a 34% yield). (1) The reactants are [N:1]1[O:2][N:3]=[C:4]2[CH:9]=[C:8]([C:10]([OH:12])=O)[CH:7]=[CH:6][C:5]=12.S(Cl)([Cl:15])=O.CN(C=O)C. The catalyst is C1(C)C=CC=CC=1. The product is [N:1]1[O:2][N:3]=[C:4]2[CH:9]=[C:8]([C:10]([Cl:15])=[O:12])[CH:7]=[CH:6][C:5]=12. The yield is 0.798. (2) The reactants are [CH3:1][C:2]1[N:6]([C:7]2[CH:8]=[C:9]([CH:15]=[CH:16][CH:17]=2)[O:10][CH2:11][C:12]([OH:14])=O)[N:5]=[N:4][N:3]=1.Cl.C(N=C=NCCCN(C)C)C.ON1C2C=CC=CC=2N=N1.CN1CCOCC1.[NH2:47][C:48]1[CH:49]=[CH:50][C:51]([Cl:58])=[C:52]([C:54]([F:57])([F:56])[F:55])[CH:53]=1. The catalyst is C(OCC)(=O)C.CN(C=O)C. The product is [Cl:58][C:51]1[CH:50]=[CH:49][C:48]([NH:47][C:12](=[O:14])[CH2:11][O:10][C:9]2[CH:15]=[CH:16][CH:17]=[C:7]([N:6]3[C:2]([CH3:1])=[N:3][N:4]=[N:5]3)[CH:8]=2)=[CH:53][C:52]=1[C:54]([F:55])([F:56])[F:57]. The yield is 0.0500.